From a dataset of Forward reaction prediction with 1.9M reactions from USPTO patents (1976-2016). Predict the product of the given reaction. (1) Given the reactants [C:1]([C:3]1[CH:8]=[CH:7][C:6]([N:9]2[CH2:18][CH2:17][C:16]3[C:15]([NH:19][C:20]4[O:21][C:22]([C:25]([OH:27])=O)=[CH:23][N:24]=4)=[N:14][CH:13]=[N:12][C:11]=3[CH2:10]2)=[CH:5][C:4]=1[C:28]([F:31])([F:30])[F:29])#[N:2].[NH:32]1[CH2:37][CH2:36][CH:35]([C:38]([OH:41])([CH3:40])[CH3:39])[CH2:34][CH2:33]1.C1C=CC2N(O)N=NC=2C=1.CCN=C=NCCCN(C)C, predict the reaction product. The product is: [OH:41][C:38]([CH:35]1[CH2:36][CH2:37][N:32]([C:25]([C:22]2[O:21][C:20]([NH:19][C:15]3[C:16]4[CH2:17][CH2:18][N:9]([C:6]5[CH:7]=[CH:8][C:3]([C:1]#[N:2])=[C:4]([C:28]([F:29])([F:30])[F:31])[CH:5]=5)[CH2:10][C:11]=4[N:12]=[CH:13][N:14]=3)=[N:24][CH:23]=2)=[O:27])[CH2:33][CH2:34]1)([CH3:40])[CH3:39]. (2) The product is: [CH2:10]([N:12]([CH2:16][CH3:17])[C:13](=[O:14])[O:9][C:8]1[C:3]([C:1]#[N:2])=[N:4][CH:5]=[CH:6][CH:7]=1)[CH3:11]. Given the reactants [C:1]([C:3]1[C:8]([OH:9])=[CH:7][CH:6]=[CH:5][N:4]=1)#[N:2].[CH2:10]([N:12]([CH2:16][CH3:17])[C:13](Cl)=[O:14])[CH3:11], predict the reaction product. (3) Given the reactants Cl[C:2]1[CH:7]=[CH:6][C:5]([C:8]#[C:9][C:10]2[N:11]=[C:12]([CH3:15])[S:13][CH:14]=2)=[CH:4][N:3]=1.[F:16][C:17]1[CH:18]=[C:19](B(O)O)[CH:20]=[CH:21][CH:22]=1.C(=O)([O-])[O-].[K+].[K+], predict the reaction product. The product is: [F:16][C:17]1[CH:22]=[C:21]([C:2]2[CH:7]=[CH:6][C:5]([C:8]#[C:9][C:10]3[N:11]=[C:12]([CH3:15])[S:13][CH:14]=3)=[CH:4][N:3]=2)[CH:20]=[CH:19][CH:18]=1. (4) Given the reactants [F:1][C:2]1[CH:40]=[CH:39][CH:38]=[C:37]([F:41])[C:3]=1[CH2:4][O:5][C:6]1[C:7]2[N:8]([C:12]([C:16]([NH:18][CH:19]([CH2:32][O:33][CH:34]([CH3:36])[CH3:35])[CH2:20][NH:21]C(=O)OCC3C=CC=CC=3)=[O:17])=[C:13]([CH3:15])[N:14]=2)[CH:9]=[CH:10][CH:11]=1, predict the reaction product. The product is: [NH2:21][CH2:20][CH:19]([NH:18][C:16]([C:12]1[N:8]2[CH:9]=[CH:10][CH:11]=[C:6]([O:5][CH2:4][C:3]3[C:37]([F:41])=[CH:38][CH:39]=[CH:40][C:2]=3[F:1])[C:7]2=[N:14][C:13]=1[CH3:15])=[O:17])[CH2:32][O:33][CH:34]([CH3:36])[CH3:35]. (5) Given the reactants [Cl:1][C:2]1[CH:3]=[C:4]([C:9]([C:11]2[C:16]([CH:17]([CH3:19])[CH3:18])=[C:15]([O:20]C)[N:14]=[C:13]([O:22]C)[N:12]=2)=[O:10])[CH:5]=[C:6]([Cl:8])[CH:7]=1, predict the reaction product. The product is: [Cl:1][C:2]1[CH:3]=[C:4]([CH:5]=[C:6]([Cl:8])[CH:7]=1)[C:9]([C:11]1[NH:12][C:13](=[O:22])[NH:14][C:15](=[O:20])[C:16]=1[CH:17]([CH3:19])[CH3:18])=[O:10]. (6) Given the reactants [OH:1][CH2:2][CH2:3][C:4]([CH3:9])([CH3:8])[C:5]([OH:7])=[O:6].[CH3:10]CCCCC.C[Si](C=[N+]=[N-])(C)C, predict the reaction product. The product is: [CH3:10][O:6][C:5](=[O:7])[C:4]([CH3:9])([CH3:8])[CH2:3][CH2:2][OH:1]. (7) Given the reactants [C:1]([C:3]1[CH:4]=[C:5]([CH:20]=[CH:21][CH:22]=1)[CH2:6][NH:7][C:8]1[CH:13]=[C:12]([C:14]2[NH:18][N:17]=[N:16][N:15]=2)[CH:11]=[CH:10][C:9]=1[F:19])#[CH:2].CN1CCOCC1.[C:30](Cl)(=[O:35])[CH2:31][CH2:32][CH2:33][CH3:34], predict the reaction product. The product is: [C:1]([C:3]1[CH:4]=[C:5]([CH:20]=[CH:21][CH:22]=1)[CH2:6][N:7]([C:8]1[CH:13]=[C:12]([C:14]2[NH:15][N:16]=[N:17][N:18]=2)[CH:11]=[CH:10][C:9]=1[F:19])[C:30](=[O:35])[CH2:31][CH2:32][CH2:33][CH3:34])#[CH:2].